Dataset: Reaction yield outcomes from USPTO patents with 853,638 reactions. Task: Predict the reaction yield, written as a fraction of the theoretical maximum amount of product (1.0 means a 100% yield; for example, 0.34 means a 34% yield). The reactants are Cl[C:2]1[C:11]2[C:6](=[CH:7][C:8]([O:14][CH3:15])=[C:9]([O:12][CH3:13])[CH:10]=2)[N:5]=[CH:4][CH:3]=1.[Br:16][C:17]1[C:22]([OH:23])=[CH:21][CH:20]=[CH:19][N:18]=1. The catalyst is CN(C)C1C=CN=CC=1.ClC1C=CC=CC=1Cl. The product is [Br:16][C:17]1[C:22]([O:23][C:2]2[C:11]3[C:6](=[CH:7][C:8]([O:14][CH3:15])=[C:9]([O:12][CH3:13])[CH:10]=3)[N:5]=[CH:4][CH:3]=2)=[CH:21][CH:20]=[CH:19][N:18]=1. The yield is 0.0600.